This data is from Forward reaction prediction with 1.9M reactions from USPTO patents (1976-2016). The task is: Predict the product of the given reaction. Given the reactants [CH2:1]([O:8][CH:9]1[CH2:14][CH2:13][C:12]([O:17][CH3:18])([C:15]#[N:16])[CH2:11][CH2:10]1)[C:2]1[CH:7]=[CH:6][CH:5]=[CH:4][CH:3]=1.[CH2:19]([Mg]Br)[CH3:20].C(O)C, predict the reaction product. The product is: [CH2:1]([O:8][CH:9]1[CH2:14][CH2:13][C:12]([CH:15]([NH2:16])[CH2:19][CH3:20])([O:17][CH3:18])[CH2:11][CH2:10]1)[C:2]1[CH:3]=[CH:4][CH:5]=[CH:6][CH:7]=1.